This data is from Peptide-MHC class II binding affinity with 134,281 pairs from IEDB. The task is: Regression. Given a peptide amino acid sequence and an MHC pseudo amino acid sequence, predict their binding affinity value. This is MHC class II binding data. (1) The peptide sequence is GPDGRLLRGHDQYAYDGKD. The MHC is DRB1_1301 with pseudo-sequence DRB1_1301. The binding affinity (normalized) is 0. (2) The peptide sequence is EEDLNKLRDLNKEVD. The MHC is DRB3_0101 with pseudo-sequence DRB3_0101. The binding affinity (normalized) is 0.232. (3) The peptide sequence is GLVPKLDAAYSVAYK. The MHC is HLA-DPA10103-DPB10201 with pseudo-sequence HLA-DPA10103-DPB10201. The binding affinity (normalized) is 0.304. (4) The peptide sequence is ALKESWGAIWRIDTP. The MHC is HLA-DQA10501-DQB10201 with pseudo-sequence HLA-DQA10501-DQB10201. The binding affinity (normalized) is 0.229. (5) The peptide sequence is KYTATISGLKPGVDY. The MHC is DRB1_0701 with pseudo-sequence DRB1_0701. The binding affinity (normalized) is 0.454. (6) The peptide sequence is VENTEKALNVYYEIGKILSR. The MHC is DRB1_0701 with pseudo-sequence DRB1_0701. The binding affinity (normalized) is 0.669. (7) The peptide sequence is EKKYFAATYFEPLAA. The MHC is HLA-DQA10401-DQB10402 with pseudo-sequence HLA-DQA10401-DQB10402. The binding affinity (normalized) is 0.550.